Dataset: Human Reference Interactome with 51,813 positive PPI pairs across 8,248 proteins, plus equal number of experimentally-validated negative pairs. Task: Binary Classification. Given two protein amino acid sequences, predict whether they physically interact or not. (1) Protein 1 (ENSG00000161013) has sequence MRLRNGTFLTLLLFCLCAFLSLSWYAALSGQKGDVVDVYQREFLALRDRLHAAEQESLKRSKELNLVLDEIKRAVSERQALRDGDGNRTWGRLTEDPRLKPWNGSHRHVLHLPTVFHHLPHLLAKESSLQPAVRVGQGRTGVSVVMGIPSVRREVHSYLTDTLHSLISELSPQEKEDSVIVVLIAETDSQYTSAVTENIKALFPTEIHSGLLEVISPSPHFYPDFSRLRESFGDPKERVRWRTKQNLDYCFLMMYAQSKGIYYVQLEDDIVAKPNYLSTMKNFALQQPSEDWMILEFSQL.... Protein 2 (ENSG00000012061) has sequence MDPGKDKEGVPQPSGPPARKKFVIPLDEDEVPPGVAKPLFRSTQSLPTVDTSAQAAPQTYAEYAISQPLEGAGATCPTGSEPLAGETPNQALKPGAKSNSIIVSPRQRGNPVLKFVRNVPWEFGDVIPDYVLGQSTCALFLSLRYHNLHPDYIHGRLQSLGKNFALRVLLVQVDVKDPQQALKELAKMCILADCTLILAWSPEEAGRYLETYKAYEQKPADLLMEKLEQDFVSRVTECLTTVKSVNKTDSQTLLTTFGSLEQLIAASREDLALCPGLGPQKVRALGKNPRSWGKERAPNK.... Result: 0 (the proteins do not interact). (2) Protein 1 (ENSG00000157110) has sequence MNNGGKAEKENTPSEANLQEEEVRTLFVSGLPLDIKPRELYLLFRPFKGYEGSLIKLTSKQPVGFVSFDSRSEAEAAKNALNGIRFDPEIPQTLRLEFAKANTKMAKNKLVGTPNPSTPLPNTVPQFIAREPYELTVPALYPSSPEVWAPYPLYPAELAPALPPPAFTYPASLHAQLCEGQTVRRSHPLSAPSPDSASLAWFPV*MNNGGKAEKENTPSEANLQEEEVRTLFVSGLPLDIKPRELYLLFRPFKGYEGSLIKLTSKQPVGFVSFDSRSEAEAAKNALNGIRFDPEIPQTLR.... Protein 2 (ENSG00000240432) has sequence MSYNCCSRNFSSCSHGGYLHYPGSSCGSSYPSNLVYSTDLCSPSTCQLGSSLYRGCQETCWRPNSCQTLCVESSPCHTSCYYPRTHMLCNSCLTMHVGSRGFGSNSCCSLSCGSRSCSSLGCGSNGFRYLNYRIHTSPSQSYRSRFCHPIYFPPRRWFHSSCYQPFCRSGFY*. Result: 1 (the proteins interact).